The task is: Predict the product of the given reaction.. This data is from Forward reaction prediction with 1.9M reactions from USPTO patents (1976-2016). (1) The product is: [CH2:10]([O:8][C:5]1[CH:6]=[CH:7][C:2]([Br:1])=[CH:3][C:4]=1[F:9])[C:11]1[CH:16]=[CH:15][CH:14]=[CH:13][CH:12]=1. Given the reactants [Br:1][C:2]1[CH:7]=[CH:6][C:5]([OH:8])=[C:4]([F:9])[CH:3]=1.[CH2:10](Br)[C:11]1[CH:16]=[CH:15][CH:14]=[CH:13][CH:12]=1, predict the reaction product. (2) Given the reactants [CH2:1]([O:3][C:4]1[CH:9]=[CH:8][C:7]([CH2:10][CH2:11][O:12][C:13]2[CH:30]=[CH:29][C:16]([CH2:17][C@@H:18]([C:25]([O:27]C)=[O:26])[NH:19][C:20](=[O:24])[CH:21]([CH3:23])[CH3:22])=[CH:15][CH:14]=2)=[CH:6][CH:5]=1)[CH3:2].O.[OH-].[Li+].Cl, predict the reaction product. The product is: [CH2:1]([O:3][C:4]1[CH:5]=[CH:6][C:7]([CH2:10][CH2:11][O:12][C:13]2[CH:14]=[CH:15][C:16]([CH2:17][C@@H:18]([C:25]([OH:27])=[O:26])[NH:19][C:20](=[O:24])[CH:21]([CH3:23])[CH3:22])=[CH:29][CH:30]=2)=[CH:8][CH:9]=1)[CH3:2]. (3) The product is: [Cl:1][C:2]1[C:3]([O:12][C:13]2[CH:18]=[C:17]([O:19][CH:20]([CH3:21])[CH3:22])[CH:16]=[CH:15][C:14]=2[CH2:23][CH2:24][CH2:25][CH2:26][O:27][C:29]2[CH:33]=[C:32]([CH2:34][CH2:35][C:36]([OH:38])=[O:37])[N:31]([CH:41]([CH3:43])[CH3:42])[N:30]=2)=[N:4][CH:5]=[C:6]([C:8]([F:11])([F:10])[F:9])[CH:7]=1. Given the reactants [Cl:1][C:2]1[C:3]([O:12][C:13]2[CH:18]=[C:17]([O:19][CH:20]([CH3:22])[CH3:21])[CH:16]=[CH:15][C:14]=2[CH2:23][CH2:24][CH2:25][CH2:26][OH:27])=[N:4][CH:5]=[C:6]([C:8]([F:11])([F:10])[F:9])[CH:7]=1.O[C:29]1[CH:33]=[C:32]([CH2:34][CH2:35][C:36]([O:38]CC)=[O:37])[N:31]([CH:41]([CH3:43])[CH3:42])[N:30]=1.C(P(CCCC)CCCC)CCC.N(C(N1CCCCC1)=O)=NC(N1CCCCC1)=O.O1CCCC1CO.[OH-].[Na+].Cl, predict the reaction product. (4) Given the reactants [CH2:1]([O:5][C:6]1[N:14]=[C:13]2[C:9]([N:10]=[C:11]([O:23]C)[N:12]2[CH2:15][CH2:16][CH:17]2[CH2:22][CH2:21][CH2:20][NH:19][CH2:18]2)=[C:8]([NH2:25])[N:7]=1)[CH2:2][CH2:3][CH3:4].Br[CH2:27][CH2:28][OH:29], predict the reaction product. The product is: [NH2:25][C:8]1[N:7]=[C:6]([O:5][CH2:1][CH2:2][CH2:3][CH3:4])[N:14]=[C:13]2[C:9]=1[NH:10][C:11](=[O:23])[N:12]2[CH2:15][CH2:16][CH:17]1[CH2:22][CH2:21][CH2:20][N:19]([CH2:27][CH2:28][OH:29])[CH2:18]1.